Dataset: Full USPTO retrosynthesis dataset with 1.9M reactions from patents (1976-2016). Task: Predict the reactants needed to synthesize the given product. Given the product [I:18][C:9]1[CH:8]=[N:7][C:6]([NH2:10])=[C:5]2[O:1][CH:2]=[CH:3][C:4]=12, predict the reactants needed to synthesize it. The reactants are: [O:1]1[C:5]2=[C:6]([NH2:10])[N:7]=[CH:8][CH:9]=[C:4]2[CH:3]=[CH:2]1.C1C(=O)N([I:18])C(=O)C1.